Task: Predict the reactants needed to synthesize the given product.. Dataset: Full USPTO retrosynthesis dataset with 1.9M reactions from patents (1976-2016) (1) Given the product [CH:1]1([NH:6][C:7]2[CH:8]=[CH:9][CH:10]=[C:11]3[C:15]=2[NH:14][C:13]([C:16]2[S:17][CH2:18][C@@H:19]([CH2:21][N:23]4[CH2:27][CH2:26][CH2:25][CH2:24]4)[N:20]=2)=[CH:12]3)[CH2:5][CH2:4][CH2:3][CH2:2]1, predict the reactants needed to synthesize it. The reactants are: [CH:1]1([NH:6][C:7]2[CH:8]=[CH:9][CH:10]=[C:11]3[C:15]=2[NH:14][C:13]([C:16]2[S:17][CH2:18][C@@H:19]([CH2:21]O)[N:20]=2)=[CH:12]3)[CH2:5][CH2:4][CH2:3][CH2:2]1.[NH:23]1[CH2:27][CH2:26][CH2:25][CH2:24]1. (2) Given the product [C:12]([O:16][C:17](=[O:18])[NH:19][C@@H:20]([C:31]1[CH:32]=[CH:33][CH:34]=[CH:35][CH:36]=1)[C:21]([N:23]1[CH2:27][CH2:26][CH2:25][C@@H:24]1[C:28](=[O:29])[NH:11][C:9]1[N:8]=[C:6]2[N:5]([CH:10]=1)[CH:4]=[C:3]([Br:2])[S:7]2)=[O:22])([CH3:15])([CH3:13])[CH3:14], predict the reactants needed to synthesize it. The reactants are: Cl.[Br:2][C:3]1[S:7][C:6]2=[N:8][C:9]([NH2:11])=[CH:10][N:5]2[CH:4]=1.[C:12]([O:16][C:17]([NH:19][C@H:20]([C:31]1[CH:36]=[CH:35][CH:34]=[CH:33][CH:32]=1)[C:21]([N:23]1[CH2:27][CH2:26][CH2:25][C@H:24]1[C:28](O)=[O:29])=[O:22])=[O:18])([CH3:15])([CH3:14])[CH3:13].CN(C(ON1N=NC2C=CC=NC1=2)=[N+](C)C)C.F[P-](F)(F)(F)(F)F. (3) Given the product [C:1]([CH:5]([OH:35])[C@H:6]1[O:10][C@@H:9]([N:11]2[C:20]3[C:14]([C:15]([N:17]=[CH:18][N:19]=3)=[N:16][C:36](=[O:43])[C:37]3[CH:42]=[CH:41][CH:40]=[CH:39][CH:38]=3)=[N:13][C:12]2=[SiH2:21])[C@H:8]([O:22][Si:23]([C:26]([CH3:29])([CH3:28])[CH3:27])([CH3:25])[CH3:24])[C@@H:7]1[O:30][C:31]([CH3:34])([CH3:33])[CH3:32])([CH3:4])([CH3:2])[CH3:3], predict the reactants needed to synthesize it. The reactants are: [C:1]([CH:5]([OH:35])[C@H:6]1[O:10][C@@H:9]([N:11]2[C:20]3[C:14]([C:15]([N:17]=[CH:18][N:19]=3)=[NH:16])=[N:13][C:12]2=[SiH2:21])[C@H:8]([O:22][Si:23]([C:26]([CH3:29])([CH3:28])[CH3:27])([CH3:25])[CH3:24])[C@@H:7]1[O:30][C:31]([CH3:34])([CH3:33])[CH3:32])([CH3:4])([CH3:3])[CH3:2].[C:36](Cl)(=[O:43])[C:37]1[CH:42]=[CH:41][CH:40]=[CH:39][CH:38]=1. (4) Given the product [F:1][C:2]1[CH:7]=[CH:6][C:5]([C:8]2[C:13]([C:14]3[CH:15]=[C:16]4[C:20](=[C:21]([C:23]([OH:25])=[O:24])[CH:22]=3)[NH:19][N:18]=[CH:17]4)=[CH:12][CH:11]=[CH:10][N:9]=2)=[CH:4][C:3]=1[CH3:27], predict the reactants needed to synthesize it. The reactants are: [F:1][C:2]1[CH:7]=[CH:6][C:5]([C:8]2[C:13]([C:14]3[CH:15]=[C:16]4[C:20](=[C:21]([C:23]([O:25]C)=[O:24])[CH:22]=3)[NH:19][N:18]=[CH:17]4)=[CH:12][CH:11]=[CH:10][N:9]=2)=[CH:4][C:3]=1[CH3:27].[Li+].[OH-]. (5) Given the product [CH2:1]([O:3][C:4]([CH:6]1[CH2:11][CH2:10][N:9]([C:13]2[CH:18]=[N:17][C:16]([C:19]#[N:20])=[CH:15][CH:14]=2)[CH2:8][CH2:7]1)=[O:5])[CH3:2], predict the reactants needed to synthesize it. The reactants are: [CH2:1]([O:3][C:4]([CH:6]1[CH2:11][CH2:10][NH:9][CH2:8][CH2:7]1)=[O:5])[CH3:2].Br[C:13]1[CH:14]=[CH:15][C:16]([C:19]#[N:20])=[N:17][CH:18]=1.C1(C)C=CC=CC=1.CC([O-])(C)C.[Na+]. (6) Given the product [C:21]([O:20][C:18]([N:25]1[CH2:30][CH2:29][N:28]([C:2]2[N:7]=[N:6][C:5]([C:8]([F:11])([F:10])[F:9])=[C:4]([C:12]3[CH:17]=[CH:16][CH:15]=[CH:14][CH:13]=3)[CH:3]=2)[CH2:27][CH2:26]1)=[O:19])([CH3:24])([CH3:22])[CH3:23], predict the reactants needed to synthesize it. The reactants are: Cl[C:2]1[N:7]=[N:6][C:5]([C:8]([F:11])([F:10])[F:9])=[C:4]([C:12]2[CH:17]=[CH:16][CH:15]=[CH:14][CH:13]=2)[CH:3]=1.[C:18]([N:25]1[CH2:30][CH2:29][NH:28][CH2:27][CH2:26]1)([O:20][C:21]([CH3:24])([CH3:23])[CH3:22])=[O:19].C(N(C(C)C)CC)(C)C. (7) Given the product [CH3:14][NH:15][CH:6]([C:8]1[CH:13]=[CH:12][CH:11]=[CH:10][N:9]=1)[CH3:7], predict the reactants needed to synthesize it. The reactants are: CS(O[CH:6]([C:8]1[CH:13]=[CH:12][CH:11]=[CH:10][N:9]=1)[CH3:7])(=O)=O.[CH3:14][NH2:15]. (8) Given the product [CH3:26][C:27]1[CH:32]=[CH:31][C:30]([S:33]([O:6][CH2:5][CH2:4][C:3]([OH:7])([CH3:8])[C:2]([F:1])([F:18])[S:9]([C:12]2[CH:17]=[CH:16][CH:15]=[CH:14][CH:13]=2)(=[O:10])=[O:11])(=[O:35])=[O:34])=[CH:29][CH:28]=1, predict the reactants needed to synthesize it. The reactants are: [F:1][C:2]([F:18])([S:9]([C:12]1[CH:17]=[CH:16][CH:15]=[CH:14][CH:13]=1)(=[O:11])=[O:10])[C:3]([CH3:8])([OH:7])[CH2:4][CH2:5][OH:6].CCN(CC)CC.[CH3:26][C:27]1[CH:32]=[CH:31][C:30]([S:33](Cl)(=[O:35])=[O:34])=[CH:29][CH:28]=1. (9) Given the product [CH2:8]([C:9]1[CH:10]=[C:11]([CH:25]=[CH:26][CH:27]=1)[C:12]([NH:14][C@@H:15]([CH2:20][N+:21]([CH3:24])([CH3:23])[CH3:22])[CH2:16][C:17]([O-:19])=[O:18])=[O:13])[CH2:7][C:1]1[CH:2]=[CH:3][CH:4]=[CH:5][CH:6]=1, predict the reactants needed to synthesize it. The reactants are: [C:1]1([C:7]#[C:8][C:9]2[CH:10]=[C:11]([CH:25]=[CH:26][CH:27]=2)[C:12]([NH:14][C@@H:15]([CH2:20][N+:21]([CH3:24])([CH3:23])[CH3:22])[CH2:16][C:17]([O-:19])=[O:18])=[O:13])[CH:6]=[CH:5][CH:4]=[CH:3][CH:2]=1. (10) Given the product [CH:24]1[C:25]2[C:34](=[CH:33][C:32]3[C:27]([CH:26]=2)=[CH:28][CH:29]=[CH:30][CH:31]=3)[CH:35]=[CH:36][C:23]=1[C:10]1[C:11]2[CH:12]=[CH:13][CH:14]=[CH:15][C:16]=2[C:17]2[C:18]3[CH:1]=[CH:2][CH:3]=[CH:4][C:5]=3[CH:6]=[CH:7][C:8]=2[CH:9]=1, predict the reactants needed to synthesize it. The reactants are: [CH:1]1[C:18]2[C:17]3[C:16]4[CH:15]=[CH:14][CH:13]=[CH:12][C:11]=4[CH:10]=[CH:9][C:8]=3[CH:7]=[C:6](B(O)O)[C:5]=2[CH:4]=[CH:3][CH:2]=1.Br[C:23]1[CH:36]=[CH:35][C:34]2[C:25](=[CH:26][C:27]3[C:32]([CH:33]=2)=[CH:31][CH:30]=[CH:29][CH:28]=3)[CH:24]=1.C(=O)([O-])[O-].[Na+].[Na+].